Regression. Given two drug SMILES strings and cell line genomic features, predict the synergy score measuring deviation from expected non-interaction effect. From a dataset of NCI-60 drug combinations with 297,098 pairs across 59 cell lines. Drug 1: CC12CCC3C(C1CCC2O)C(CC4=C3C=CC(=C4)O)CCCCCCCCCS(=O)CCCC(C(F)(F)F)(F)F. Drug 2: N.N.Cl[Pt+2]Cl. Cell line: HCC-2998. Synergy scores: CSS=20.2, Synergy_ZIP=-7.09, Synergy_Bliss=-5.87, Synergy_Loewe=-4.91, Synergy_HSA=-1.73.